Dataset: Peptide-MHC class II binding affinity with 134,281 pairs from IEDB. Task: Regression. Given a peptide amino acid sequence and an MHC pseudo amino acid sequence, predict their binding affinity value. This is MHC class II binding data. (1) The peptide sequence is AYVATVSEALRIIAG. The MHC is HLA-DPA10103-DPB10402 with pseudo-sequence HLA-DPA10103-DPB10402. The binding affinity (normalized) is 0.272. (2) The peptide sequence is INEPTAAAIAYGLLR. The MHC is HLA-DQA10102-DQB10602 with pseudo-sequence HLA-DQA10102-DQB10602. The binding affinity (normalized) is 0.764. (3) The peptide sequence is NYEQQEQASQQILSS. The MHC is HLA-DPA10201-DPB10501 with pseudo-sequence HLA-DPA10201-DPB10501. The binding affinity (normalized) is 0.0940.